From a dataset of Catalyst prediction with 721,799 reactions and 888 catalyst types from USPTO. Predict which catalyst facilitates the given reaction. (1) Reactant: [F:1][C:2]1[C:7]([NH2:8])=[CH:6][CH:5]=[C:4]([F:9])[C:3]=1[NH:10][C:11]1[C:16]([C:17]2[N:25]=[CH:24][N:23]=[C:22]3[C:18]=2[N:19]=[CH:20][N:21]3[CH:26]2[CH2:31][CH2:30][CH2:29][CH2:28][O:27]2)=[CH:15][CH:14]=[CH:13][N:12]=1.[Cl:32][C:33]1[S:37][C:36]([S:38](Cl)(=[O:40])=[O:39])=[CH:35][CH:34]=1.N1C=CC=CC=1. The catalyst class is: 4. Product: [Cl:32][C:33]1[S:37][C:36]([S:38]([NH:8][C:7]2[CH:6]=[CH:5][C:4]([F:9])=[C:3]([NH:10][C:11]3[C:16]([C:17]4[N:25]=[CH:24][N:23]=[C:22]5[C:18]=4[N:19]=[CH:20][N:21]5[CH:26]4[CH2:31][CH2:30][CH2:29][CH2:28][O:27]4)=[CH:15][CH:14]=[CH:13][N:12]=3)[C:2]=2[F:1])(=[O:40])=[O:39])=[CH:35][CH:34]=1. (2) Reactant: [F:1][C:2]([F:20])([F:19])[C:3]1[CH:8]=[CH:7][C:6]([C:9]2[CH:13]=[C:12]([CH2:14][CH2:15][CH2:16][CH2:17][OH:18])[O:11][N:10]=2)=[CH:5][CH:4]=1.O[C:22]1[CH:23]=[C:24]([CH2:28][CH2:29]C(OC)=O)[CH:25]=[CH:26][CH:27]=1.C1(P(C2C=CC=CC=2)C2C=CC=CC=2)C=CC=CC=1.N(C(OCC)=O)=N[C:55]([O:57]CC)=[O:56]. Product: [F:20][C:2]([F:1])([F:19])[C:3]1[CH:4]=[CH:5][C:6]([C:9]2[CH:13]=[C:12]([CH2:14][CH2:15][CH2:16][CH2:17][O:18][C:26]3[CH:25]=[C:24]([CH:28]([CH3:29])[C:55]([OH:57])=[O:56])[CH:23]=[CH:22][CH:27]=3)[O:11][N:10]=2)=[CH:7][CH:8]=1. The catalyst class is: 359. (3) Reactant: [N:1]1[CH:6]=[CH:5][CH:4]=[CH:3][C:2]=1[C:7]#[C:8][C:9]12[CH2:16][C:13]([NH:17]C(=O)OC(C)(C)C)([CH2:14][CH2:15]1)[CH2:12][CH2:11][CH2:10]2.FC(F)(F)C(O)=O. Product: [N:1]1[CH:6]=[CH:5][CH:4]=[CH:3][C:2]=1[C:7]#[C:8][C:9]12[CH2:16][C:13]([NH2:17])([CH2:14][CH2:15]1)[CH2:12][CH2:11][CH2:10]2. The catalyst class is: 2. (4) Reactant: O.[CH2:2]([C:4]([CH2:13][CH2:14][C:15](=[O:17])[CH3:16])([C:9]([O:11]C)=[O:10])[C:5]([O:7][CH3:8])=[O:6])[CH3:3].[OH-].[Na+].Cl. Product: [CH2:2]([C@@:4]([C:5]([O:7][CH3:8])=[O:6])([CH2:13][CH2:14][C:15](=[O:17])[CH3:16])[C:9]([OH:11])=[O:10])[CH3:3]. The catalyst class is: 583. (5) The catalyst class is: 20. Product: [CH3:1][C:2]1[N:6]([CH2:7][C:8]2[C:17]3[C:12](=[CH:13][CH:14]=[CH:15][CH:16]=3)[CH:11]=[CH:10][CH:9]=2)[C:5]2[CH:18]=[C:19]([N:26]3[CH2:31][CH2:30][O:29][CH2:28][CH2:27]3)[CH:20]=[C:21]([C:22]([OH:24])=[O:23])[C:4]=2[N:3]=1. Reactant: [CH3:1][C:2]1[N:6]([CH2:7][C:8]2[C:17]3[C:12](=[CH:13][CH:14]=[CH:15][CH:16]=3)[CH:11]=[CH:10][CH:9]=2)[C:5]2[CH:18]=[C:19]([N:26]3[CH2:31][CH2:30][O:29][CH2:28][CH2:27]3)[CH:20]=[C:21]([C:22]([O:24]C)=[O:23])[C:4]=2[N:3]=1.[Li+].[OH-].Cl. (6) Reactant: N1C2C(=CC=CC=2)CC(C(OC)=O)C1.BrCCCOC.C(=O)([O-])O.[Na+].C[O:27][C:28]([CH:30]1[CH2:39][C:38]2[C:33](=[CH:34][CH:35]=[CH:36][CH:37]=2)[N:32]([CH2:40][CH2:41][CH2:42][O:43][CH3:44])[CH2:31]1)=[O:29].C(OC(C1CC2C(=CC=CC=2)N(CCCOC)C1)=O)C.[OH-].[K+]. Product: [CH3:44][O:43][CH2:42][CH2:41][CH2:40][N:32]1[C:33]2[C:38](=[CH:37][CH:36]=[CH:35][CH:34]=2)[CH2:39][CH:30]([C:28]([OH:29])=[O:27])[CH2:31]1. The catalyst class is: 40. (7) Reactant: C[O:2][C:3]([C:5]1[CH:9]=[C:8]([C:10]2[CH:14]=[CH:13][N:12]([CH3:15])[N:11]=2)[N:7]([C:16]2[CH:17]=[N:18][C:19]([O:22][CH3:23])=[CH:20][CH:21]=2)[N:6]=1)=[O:4].O.[OH-].[Li+].Cl. Product: [CH3:23][O:22][C:19]1[N:18]=[CH:17][C:16]([N:7]2[C:8]([C:10]3[CH:14]=[CH:13][N:12]([CH3:15])[N:11]=3)=[CH:9][C:5]([C:3]([OH:4])=[O:2])=[N:6]2)=[CH:21][CH:20]=1. The catalyst class is: 193. (8) Product: [Cl:1][C:2]1[CH:7]=[CH:6][C:5]([C:8]2[CH:13]=[CH:12][CH:11]=[C:10]([O:14][CH2:15][C:16]([OH:18])=[O:17])[CH:9]=2)=[CH:4][C:3]=1[C:21]([NH:23][CH2:24][C:25]12[CH2:34][CH:29]3[CH2:28][CH:27]([CH2:33][CH:31]([CH2:30]3)[CH2:32]1)[CH2:26]2)=[O:22]. The catalyst class is: 6. Reactant: [Cl:1][C:2]1[CH:7]=[CH:6][C:5]([C:8]2[CH:13]=[CH:12][CH:11]=[C:10]([O:14][CH2:15][C:16]([O:18]CC)=[O:17])[CH:9]=2)=[CH:4][C:3]=1[C:21]([NH:23][CH2:24][C:25]12[CH2:34][CH:29]3[CH2:30][CH:31]([CH2:33][CH:27]([CH2:28]3)[CH2:26]1)[CH2:32]2)=[O:22].[OH-].[K+].CO. (9) Reactant: [Cl:1][C:2]1[CH:7]=[CH:6][C:5]([C:8]2[CH:13]=[CH:12][C:11]([C:14]([N:16]3[CH2:21][CH2:20][N:19](C(OC(C)(C)C)=O)[CH2:18][CH2:17]3)=[O:15])=[C:10]([F:29])[CH:9]=2)=[C:4]([F:30])[CH:3]=1.Cl. Product: [ClH:1].[Cl:1][C:2]1[CH:7]=[CH:6][C:5]([C:8]2[CH:13]=[CH:12][C:11]([C:14]([N:16]3[CH2:17][CH2:18][NH:19][CH2:20][CH2:21]3)=[O:15])=[C:10]([F:29])[CH:9]=2)=[C:4]([F:30])[CH:3]=1. The catalyst class is: 12. (10) Reactant: FC(F)(F)C(O)=O.C([SiH](CC)CC)C.[CH:15]1([C:18]2[C:28]([CH:29](O)[C:30]3[N:35]=[C:34]([C:36]([O:38][CH3:39])=[O:37])[CH:33]=[CH:32][CH:31]=3)=[C:21]3[CH:22]=[CH:23][C:24]([O:26][CH3:27])=[CH:25][N:20]3[N:19]=2)[CH2:17][CH2:16]1.C(=O)(O)[O-].[Na+]. Product: [CH:15]1([C:18]2[C:28]([CH2:29][C:30]3[N:35]=[C:34]([C:36]([O:38][CH3:39])=[O:37])[CH:33]=[CH:32][CH:31]=3)=[C:21]3[CH:22]=[CH:23][C:24]([O:26][CH3:27])=[CH:25][N:20]3[N:19]=2)[CH2:17][CH2:16]1. The catalyst class is: 4.